This data is from Full USPTO retrosynthesis dataset with 1.9M reactions from patents (1976-2016). The task is: Predict the reactants needed to synthesize the given product. (1) Given the product [F:1][C:2]1[CH:20]=[CH:19][CH:18]=[C:17]([F:21])[C:3]=1[CH2:4][O:5][C:6]1[C:7]([NH2:14])=[N:8][CH:9]=[C:10]([O:12][CH3:13])[CH:11]=1, predict the reactants needed to synthesize it. The reactants are: [F:1][C:2]1[CH:20]=[CH:19][CH:18]=[C:17]([F:21])[C:3]=1[CH2:4][O:5][C:6]1[C:7]([N+:14]([O-])=O)=[N:8][CH:9]=[C:10]([O:12][CH3:13])[CH:11]=1.Cl. (2) Given the product [NH2:1][C:2]1[C:6]([CH3:7])=[CH:5][S:4][C:3]=1[C:8]([NH:19][C:16]1[CH:15]=[N:14][C:13]([Cl:12])=[CH:18][CH:17]=1)=[O:10], predict the reactants needed to synthesize it. The reactants are: [NH2:1][C:2]1[C:6]([CH3:7])=[CH:5][S:4][C:3]=1[C:8]([O:10]C)=O.[Cl:12][C:13]1[CH:18]=[CH:17][C:16]([NH2:19])=[CH:15][N:14]=1. (3) Given the product [Br:11][C:12]1[CH:17]=[C:16]([O:18][CH3:19])[C:15]2[O:20][CH2:2][CH2:3][O:21][C:14]=2[C:13]=1[F:22], predict the reactants needed to synthesize it. The reactants are: Br[CH2:2][CH2:3]Br.C(=O)([O-])[O-].[K+].[K+].[Br:11][C:12]1[C:13]([F:22])=[C:14]([OH:21])[C:15]([OH:20])=[C:16]([O:18][CH3:19])[CH:17]=1.Cl. (4) Given the product [CH3:2][O:3][C:4](=[O:10])[C@@H:5]1[CH2:9][CH2:8][CH2:7][N:6]1[S:19]([C:14]1[CH:13]=[C:12]([Cl:11])[CH:17]=[C:16]([Cl:18])[CH:15]=1)(=[O:21])=[O:20], predict the reactants needed to synthesize it. The reactants are: Cl.[CH3:2][O:3][C:4](=[O:10])[C@@H:5]1[CH2:9][CH2:8][CH2:7][NH:6]1.[Cl:11][C:12]1[CH:13]=[C:14]([S:19](Cl)(=[O:21])=[O:20])[CH:15]=[C:16]([Cl:18])[CH:17]=1.